Dataset: Peptide-MHC class I binding affinity with 185,985 pairs from IEDB/IMGT. Task: Regression. Given a peptide amino acid sequence and an MHC pseudo amino acid sequence, predict their binding affinity value. This is MHC class I binding data. (1) The peptide sequence is ARAARAAAL. The MHC is HLA-B14:01 with pseudo-sequence HLA-B14:02. The binding affinity (normalized) is 0.531. (2) The peptide sequence is LTMKEKSWLV. The MHC is HLA-A68:02 with pseudo-sequence HLA-A68:02. The binding affinity (normalized) is 0.489.